This data is from NCI-60 drug combinations with 297,098 pairs across 59 cell lines. The task is: Regression. Given two drug SMILES strings and cell line genomic features, predict the synergy score measuring deviation from expected non-interaction effect. (1) Synergy scores: CSS=63.4, Synergy_ZIP=1.03, Synergy_Bliss=-0.114, Synergy_Loewe=7.81, Synergy_HSA=8.83. Drug 2: CC1CCC2CC(C(=CC=CC=CC(CC(C(=O)C(C(C(=CC(C(=O)CC(OC(=O)C3CCCCN3C(=O)C(=O)C1(O2)O)C(C)CC4CCC(C(C4)OC)OCCO)C)C)O)OC)C)C)C)OC. Drug 1: C1=C(C(=O)NC(=O)N1)F. Cell line: A549. (2) Drug 1: CCC1=CC2CC(C3=C(CN(C2)C1)C4=CC=CC=C4N3)(C5=C(C=C6C(=C5)C78CCN9C7C(C=CC9)(C(C(C8N6C)(C(=O)OC)O)OC(=O)C)CC)OC)C(=O)OC.C(C(C(=O)O)O)(C(=O)O)O. Drug 2: CN(C(=O)NC(C=O)C(C(C(CO)O)O)O)N=O. Cell line: UACC-257. Synergy scores: CSS=20.0, Synergy_ZIP=-8.02, Synergy_Bliss=-4.26, Synergy_Loewe=-12.2, Synergy_HSA=-3.41. (3) Drug 1: CC(C1=C(C=CC(=C1Cl)F)Cl)OC2=C(N=CC(=C2)C3=CN(N=C3)C4CCNCC4)N. Drug 2: C1=CC=C(C(=C1)C(C2=CC=C(C=C2)Cl)C(Cl)Cl)Cl. Cell line: KM12. Synergy scores: CSS=43.5, Synergy_ZIP=5.42, Synergy_Bliss=9.62, Synergy_Loewe=-6.04, Synergy_HSA=10.4. (4) Drug 1: CC1=C2C(C(=O)C3(C(CC4C(C3C(C(C2(C)C)(CC1OC(=O)C(C(C5=CC=CC=C5)NC(=O)C6=CC=CC=C6)O)O)OC(=O)C7=CC=CC=C7)(CO4)OC(=O)C)O)C)OC(=O)C. Drug 2: C1=NC2=C(N1)C(=S)N=CN2. Cell line: HCC-2998. Synergy scores: CSS=56.1, Synergy_ZIP=-1.79, Synergy_Bliss=-0.0504, Synergy_Loewe=-14.8, Synergy_HSA=1.57.